From a dataset of Forward reaction prediction with 1.9M reactions from USPTO patents (1976-2016). Predict the product of the given reaction. (1) Given the reactants [F:1][C@@H:2]1[C@@H:6]([CH2:7][OH:8])[O:5][C@@H:4]([N:9]2[CH:16]=[CH:15][C:13](=[O:14])[NH:12][C:10]2=[O:11])[CH2:3]1.[Si:17](Cl)([C:30]([CH3:33])([CH3:32])[CH3:31])([C:24]1[CH:29]=[CH:28][CH:27]=[CH:26][CH:25]=1)[C:18]1[CH:23]=[CH:22][CH:21]=[CH:20][CH:19]=1.N1C=CN=C1, predict the reaction product. The product is: [F:1][C@@H:2]1[C@@H:6]([CH2:7][O:8][Si:17]([C:30]([CH3:33])([CH3:32])[CH3:31])([C:24]2[CH:25]=[CH:26][CH:27]=[CH:28][CH:29]=2)[C:18]2[CH:23]=[CH:22][CH:21]=[CH:20][CH:19]=2)[O:5][C@@H:4]([N:9]2[CH:16]=[CH:15][C:13](=[O:14])[NH:12][C:10]2=[O:11])[CH2:3]1. (2) The product is: [NH2:32][CH2:31][CH2:30][N:28]1[CH:29]=[C:9]2[C:10]([N:11]=[C:12]([C:20]3[CH:21]=[CH:22][C:23]([F:26])=[CH:24][CH:25]=3)[C:13]([C:14]3[CH:19]=[CH:18][N:17]=[CH:16][CH:15]=3)=[C:8]2[C:5]2[CH:6]=[CH:7][C:2]([F:1])=[CH:3][CH:4]=2)=[N:27]1. Given the reactants [F:1][C:2]1[CH:7]=[CH:6][C:5]([C:8]2[C:9]3[C:10](=[N:27][N:28]([CH2:30][CH2:31][N:32]4C(=O)C5=CC=CC=C5C4=O)[CH:29]=3)[N:11]=[C:12]([C:20]3[CH:25]=[CH:24][C:23]([F:26])=[CH:22][CH:21]=3)[C:13]=2[C:14]2[CH:19]=[CH:18][N:17]=[CH:16][CH:15]=2)=[CH:4][CH:3]=1.O.NN.O.CCOC(C)=O, predict the reaction product.